This data is from Forward reaction prediction with 1.9M reactions from USPTO patents (1976-2016). The task is: Predict the product of the given reaction. (1) The product is: [CH3:24][NH:25][C:2]1[N:7]=[C:6]([C:8]2[S:9][C:10]3[CH:16]=[C:15]([O:17][CH2:18][CH2:19][CH2:20][F:21])[CH:14]=[CH:13][C:11]=3[CH:12]=2)[CH:5]=[CH:4][N:3]=1. Given the reactants Cl[C:2]1[N:7]=[C:6]([C:8]2[S:9][C:10]3[CH:16]=[C:15]([O:17][CH2:18][CH2:19][CH2:20][F:21])[CH:14]=[CH:13][C:11]=3[CH:12]=2)[CH:5]=[CH:4][N:3]=1.CO.[CH3:24][NH2:25], predict the reaction product. (2) The product is: [Cl:1][C:2]1[CH:3]=[C:4]([CH:9]([C:10](=[O:11])[NH:12][C:13]2[S:14][CH:15]=[CH:16][N:17]=2)[CH2:18][CH:19]2[CH2:23][CH2:22][CH:21]([O:24][C:25](=[O:27])[CH3:26])[CH2:20]2)[CH:5]=[CH:6][C:7]=1[Cl:8]. Given the reactants [Cl:1][C:2]1[CH:3]=[C:4]([CH:9]([CH2:18][CH:19]2[CH2:23][CH2:22][CH:21]([OH:24])[CH2:20]2)[C:10]([NH:12][C:13]2[S:14][CH:15]=[CH:16][N:17]=2)=[O:11])[CH:5]=[CH:6][C:7]=1[Cl:8].[C:25](OC(=O)C)(=[O:27])[CH3:26], predict the reaction product.